This data is from Forward reaction prediction with 1.9M reactions from USPTO patents (1976-2016). The task is: Predict the product of the given reaction. (1) Given the reactants C[O:2][C:3](=O)[N:4]=[C:5](SC)[C:6]([C:20]1[CH:25]=[CH:24][C:23]([O:26][CH2:27][CH2:28][O:29][CH3:30])=[C:22]([O:31][CH2:32][CH3:33])[CH:21]=1)=[N:7][C:8]1[CH:13]=[CH:12][C:11]([C:14]2[N:18]=C(C)O[N:15]=2)=[CH:10][CH:9]=1.[CH3:37][C:38]1[C:39]([NH:44][NH2:45])=[N:40][CH:41]=[CH:42][CH:43]=1.C[O:47]C(=O)N=C(SC)C(C1C=C(OC)C2OCOCC=2C=1)=NC1C=CC(C2N=C(C)ON=2)=CC=1.N(C1N=CC=CN=1)N, predict the reaction product. The product is: [C:32]([OH:47])(=[O:31])[CH3:33].[CH2:32]([O:31][C:22]1[CH:21]=[C:20]([CH:6]([NH:7][C:8]2[CH:9]=[CH:10][C:11]([C:14]([NH2:18])=[NH:15])=[CH:12][CH:13]=2)[C:5]2[NH:4][C:3](=[O:2])[N:44]([C:39]3[C:38]([CH3:37])=[CH:43][CH:42]=[CH:41][N:40]=3)[N:45]=2)[CH:25]=[CH:24][C:23]=1[O:26][CH2:27][CH2:28][O:29][CH3:30])[CH3:33]. (2) The product is: [CH:47]1([C:35]2[N:34]=[C:33]([N:83]3[CH2:82][CH2:81][N:80]([C:73]4[CH:74]=[CH:75][C:76]([O:78][CH3:79])=[CH:77][C:72]=4[O:71][CH3:70])[CH2:85][CH2:84]3)[C:42]3[C:37](=[CH:38][C:39]([O:45][CH3:46])=[C:40]([O:43][CH3:44])[CH:41]=3)[N:36]=2)[CH2:50][CH2:49][CH2:48]1. Given the reactants C1(C2N=C(N3CCN(C4C=CC=CC=4OC)CC3)C3C(=CC(OC)=C(OC)C=3)N=2)CC1.Cl[C:33]1[C:42]2[C:37](=[CH:38][C:39]([O:45][CH3:46])=[C:40]([O:43][CH3:44])[CH:41]=2)[N:36]=[C:35]([CH:47]2[CH2:50][CH2:49][CH2:48]2)[N:34]=1.C1(C2N=C(O)C3C(=CC(OC)=C(OC)C=3)N=2)CCC1.[CH3:70][O:71][C:72]1[CH:77]=[C:76]([O:78][CH3:79])[CH:75]=[CH:74][C:73]=1[N:80]1[CH2:85][CH2:84][NH:83][CH2:82][CH2:81]1.C(=O)([O-])[O-].[K+].[K+], predict the reaction product. (3) The product is: [F:1][C:2]([F:26])([F:27])[C:3]1[CH:4]=[C:5]([NH:9][C:10](=[O:25])[C:11](=[CH:33][C:32]2[CH:35]=[C:36]([O:40][CH3:41])[C:37]([O:38][CH3:39])=[C:30]([O:29][CH3:28])[CH:31]=2)[C:12]([NH:14][C:15]2[CH:20]=[CH:19][CH:18]=[C:17]([C:21]([F:24])([F:23])[F:22])[CH:16]=2)=[O:13])[CH:6]=[CH:7][CH:8]=1. Given the reactants [F:1][C:2]([F:27])([F:26])[C:3]1[CH:4]=[C:5]([NH:9][C:10](=[O:25])[CH2:11][C:12]([NH:14][C:15]2[CH:20]=[CH:19][CH:18]=[C:17]([C:21]([F:24])([F:23])[F:22])[CH:16]=2)=[O:13])[CH:6]=[CH:7][CH:8]=1.[CH3:28][O:29][C:30]1[CH:31]=[C:32]([CH:35]=[C:36]([O:40][CH3:41])[C:37]=1[O:38][CH3:39])[CH:33]=O, predict the reaction product. (4) Given the reactants C1([O:7][S:8]([CH2:11][CH2:12][N:13]2[C:17]3[CH:18]=[CH:19][CH:20]=[CH:21][C:16]=3[N:15]([CH2:22][C:23]3[C:24]4[C:31]([CH3:32])=[CH:30][CH:29]=[CH:28][C:25]=4[S:26][CH:27]=3)[C:14]2=[O:33])(=[O:10])=[O:9])C=CC=CC=1.[OH-].[Na+].Cl.O, predict the reaction product. The product is: [CH3:32][C:31]1[C:24]2[C:23]([CH2:22][N:15]3[C:16]4[CH:21]=[CH:20][CH:19]=[CH:18][C:17]=4[N:13]([CH2:12][CH2:11][S:8]([OH:10])(=[O:9])=[O:7])[C:14]3=[O:33])=[CH:27][S:26][C:25]=2[CH:28]=[CH:29][CH:30]=1. (5) The product is: [C:25]([O:24][C:22](=[O:23])[NH:19][C:10]1[C@:11]([CH3:18])([C:14]([F:15])([F:17])[F:16])[O:12][CH2:13][C@:8]([C:6]2[C:5]([F:21])=[CH:4][CH:3]=[C:2]([Br:1])[N:7]=2)([CH3:20])[N:9]=1)([CH3:28])([CH3:27])[CH3:26]. Given the reactants [Br:1][C:2]1[N:7]=[C:6]([C@:8]2([CH3:20])[CH2:13][O:12][C@@:11]([CH3:18])([C:14]([F:17])([F:16])[F:15])[C:10]([NH2:19])=[N:9]2)[C:5]([F:21])=[CH:4][CH:3]=1.[C:22](O[C:22]([O:24][C:25]([CH3:28])([CH3:27])[CH3:26])=[O:23])([O:24][C:25]([CH3:28])([CH3:27])[CH3:26])=[O:23].CCN(C(C)C)C(C)C, predict the reaction product. (6) Given the reactants [Cl:1][C:2]1[N:7]=[C:6](Cl)[C:5]([Cl:9])=[CH:4][N:3]=1.C([O-])([O-])=O.[K+].[K+].[C@@H:16]1([NH2:23])[CH2:21][CH2:20][CH2:19][CH2:18][C@H:17]1[NH2:22], predict the reaction product. The product is: [Cl:1][C:2]1[N:7]=[C:6]([NH:22][C@@H:17]2[CH2:18][CH2:19][CH2:20][CH2:21][C@H:16]2[NH2:23])[C:5]([Cl:9])=[CH:4][N:3]=1. (7) The product is: [CH3:1][O:2][C:3]1[CH:8]=[CH:7][C:6]([C:9]([NH:24][C:25]2[O:26][CH2:27][C@H:28]([F:40])[C@:29]([C:32]3[CH:37]=[C:36]([NH:81][C:80]4[CH:82]=[CH:83][CH:84]=[CH:85][C:79]=4[O:78][CH3:77])[CH:35]=[CH:34][C:33]=3[F:39])([CH3:31])[N:30]=2)([C:16]2[CH:21]=[CH:20][C:19]([O:22][CH3:23])=[CH:18][CH:17]=2)[C:10]2[CH:15]=[CH:14][CH:13]=[CH:12][CH:11]=2)=[CH:5][CH:4]=1. Given the reactants [CH3:1][O:2][C:3]1[CH:8]=[CH:7][C:6]([C:9]([NH:24][C:25]2[O:26][CH2:27][C@H:28]([F:40])[C@:29]([C:32]3[CH:37]=[C:36](Br)[CH:35]=[CH:34][C:33]=3[F:39])([CH3:31])[N:30]=2)([C:16]2[CH:21]=[CH:20][C:19]([O:22][CH3:23])=[CH:18][CH:17]=2)[C:10]2[CH:15]=[CH:14][CH:13]=[CH:12][CH:11]=2)=[CH:5][CH:4]=1.CC(C)([O-])C.[Na+].C(P(C(C)(C)C)C1C=CC=CC=1C1C(C(C)C)=CC(C(C)C)=CC=1C(C)C)(C)(C)C.[CH3:77][O:78][C:79]1[CH:85]=[CH:84][CH:83]=[CH:82][C:80]=1[NH2:81], predict the reaction product. (8) Given the reactants Cl[N:2]1[C:6](=O)[CH2:5][CH2:4][C:3]1=O.[C:9]([O-:14])(=[O:13])[CH2:10][CH:11]=[CH2:12].C(=O)([O-])[O-].[Na+].[Na+].[CH2:21]1[CH2:25]OC[CH2:22]1.[OH2:26], predict the reaction product. The product is: [CH:22]1[CH:3]=[CH:4][C:5]([C:6]2[CH2:12][CH:11]([CH2:10][C:9]([OH:14])=[O:13])[O:26][N:2]=2)=[CH:25][CH:21]=1. (9) Given the reactants CC1C=CC(S(O)(=O)=O)=CC=1.[F:12][C:13]1[CH:18]=[CH:17][CH:16]=[C:15](O)[C:14]=1[NH:20][C:21]([C@@H:23]1[CH2:27][CH:26]([C:28]2[C:29]([N:48]([CH3:53])[S:49]([CH3:52])(=[O:51])=[O:50])=[CH:30][C:31]3[O:35][C:34]([C:36]4[CH:41]=[CH:40][C:39]([F:42])=[CH:38][CH:37]=4)=[C:33]([C:43](=[O:46])[NH:44][CH3:45])[C:32]=3[CH:47]=2)[CH2:25][N:24]1[CH3:54])=[O:22], predict the reaction product. The product is: [F:12][C:13]1[C:14]2[N:20]=[C:21]([C@H:23]3[N:24]([CH3:54])[CH2:25][CH:26]([C:28]4[C:29]([N:48]([CH3:53])[S:49]([CH3:52])(=[O:51])=[O:50])=[CH:30][C:31]5[O:35][C:34]([C:36]6[CH:37]=[CH:38][C:39]([F:42])=[CH:40][CH:41]=6)=[C:33]([C:43]([NH:44][CH3:45])=[O:46])[C:32]=5[CH:47]=4)[CH2:27]3)[O:22][C:15]=2[CH:16]=[CH:17][CH:18]=1.